This data is from NCI-60 drug combinations with 297,098 pairs across 59 cell lines. The task is: Regression. Given two drug SMILES strings and cell line genomic features, predict the synergy score measuring deviation from expected non-interaction effect. (1) Drug 1: C1=C(C(=O)NC(=O)N1)N(CCCl)CCCl. Drug 2: CC1CCCC2(C(O2)CC(NC(=O)CC(C(C(=O)C(C1O)C)(C)C)O)C(=CC3=CSC(=N3)C)C)C. Cell line: LOX IMVI. Synergy scores: CSS=38.8, Synergy_ZIP=-6.97, Synergy_Bliss=0.244, Synergy_Loewe=1.60, Synergy_HSA=1.57. (2) Drug 1: C1=CC(=CC=C1CCC2=CNC3=C2C(=O)NC(=N3)N)C(=O)NC(CCC(=O)O)C(=O)O. Drug 2: CC1C(C(CC(O1)OC2CC(CC3=C2C(=C4C(=C3O)C(=O)C5=CC=CC=C5C4=O)O)(C(=O)C)O)N)O. Cell line: SK-MEL-28. Synergy scores: CSS=49.5, Synergy_ZIP=-7.54, Synergy_Bliss=-4.07, Synergy_Loewe=-16.7, Synergy_HSA=0.608. (3) Drug 1: C1=CC(=CC=C1CC(C(=O)O)N)N(CCCl)CCCl.Cl. Drug 2: N.N.Cl[Pt+2]Cl. Cell line: HS 578T. Synergy scores: CSS=0.352, Synergy_ZIP=-1.92, Synergy_Bliss=-2.31, Synergy_Loewe=-5.95, Synergy_HSA=-5.95. (4) Drug 2: C1C(C(OC1N2C=NC(=NC2=O)N)CO)O. Cell line: UACC-257. Synergy scores: CSS=-3.41, Synergy_ZIP=2.82, Synergy_Bliss=1.19, Synergy_Loewe=-2.26, Synergy_HSA=-3.15. Drug 1: CC1=CC=C(C=C1)C2=CC(=NN2C3=CC=C(C=C3)S(=O)(=O)N)C(F)(F)F. (5) Drug 1: CC1CCC2CC(C(=CC=CC=CC(CC(C(=O)C(C(C(=CC(C(=O)CC(OC(=O)C3CCCCN3C(=O)C(=O)C1(O2)O)C(C)CC4CCC(C(C4)OC)OCCO)C)C)O)OC)C)C)C)OC. Drug 2: C1=NNC2=C1C(=O)NC=N2. Cell line: EKVX. Synergy scores: CSS=7.30, Synergy_ZIP=-5.00, Synergy_Bliss=-7.55, Synergy_Loewe=-4.64, Synergy_HSA=-4.43.